From a dataset of Forward reaction prediction with 1.9M reactions from USPTO patents (1976-2016). Predict the product of the given reaction. Given the reactants [C:1]12([O:16][CH2:15][CH2:14][O:13]1)[C:10]1[C:5](=[CH:6][CH:7]=[CH:8][CH:9]=1)[CH2:4][C@@H:3]([CH:11]=O)[CH2:2]2.C1(P(C2C=CC=CC=2)(C2C=CC=CC=2)=[CH:24][C:25]([O:27][CH2:28][CH3:29])=[O:26])C=CC=CC=1, predict the reaction product. The product is: [C:1]12([O:16][CH2:15][CH2:14][O:13]1)[C:10]1[C:5](=[CH:6][CH:7]=[CH:8][CH:9]=1)[CH2:4][C@@H:3]([CH:11]=[CH:24][C:25]([O:27][CH2:28][CH3:29])=[O:26])[CH2:2]2.